Task: Predict the reactants needed to synthesize the given product.. Dataset: Full USPTO retrosynthesis dataset with 1.9M reactions from patents (1976-2016) (1) Given the product [NH2:22][C:19]1[CH:20]=[CH:21][C:16]([N:13]2[CH2:12][CH2:11][CH:10]([N:7]3[CH2:8][CH2:9][N:4]([CH2:3][CH2:2][F:1])[C:5](=[O:27])[CH2:6]3)[CH2:15][CH2:14]2)=[CH:17][C:18]=1[O:25][CH3:26], predict the reactants needed to synthesize it. The reactants are: [F:1][CH2:2][CH2:3][N:4]1[CH2:9][CH2:8][N:7]([CH:10]2[CH2:15][CH2:14][N:13]([C:16]3[CH:21]=[CH:20][C:19]([N+:22]([O-])=O)=[C:18]([O:25][CH3:26])[CH:17]=3)[CH2:12][CH2:11]2)[CH2:6][C:5]1=[O:27].[Sn](Cl)Cl.Cl. (2) Given the product [C:14]([C@H:8]1[O:7][C@@H:6]([N:16]2[CH:24]=[N:23][C:22]3[C:17]2=[N:18][CH:19]=[N:20][C:21]=3[NH:32][C@H:31]2[CH2:30][CH2:29][O:28][C@H:27]2[CH3:26])[C@H:5]([OH:4])[C@@H:9]1[OH:10])#[CH:15], predict the reactants needed to synthesize it. The reactants are: C([O:4][C@@H:5]1[C@H:9]([O:10]C(=O)C)[C@@H:8]([C:14]#[CH:15])[O:7][C@H:6]1[N:16]1[CH:24]=[N:23][C:22]2[C:17]1=[N:18][CH:19]=[N:20][C:21]=2Cl)(=O)C.[CH3:26][C@H:27]1[C@@H:31]([NH2:32])[CH2:30][CH2:29][O:28]1. (3) Given the product [Br:1][C:2]1[CH:3]=[CH:4][C:5]([O:9][CH2:10][CH:11]2[CH2:14][C:13](=[O:15])[CH2:12]2)=[N:6][C:7]=1[CH3:8], predict the reactants needed to synthesize it. The reactants are: [Br:1][C:2]1[CH:3]=[CH:4][C:5]([O:9][CH2:10][CH:11]2[CH2:14][CH:13]([OH:15])[CH2:12]2)=[N:6][C:7]=1[CH3:8].CC(OI1(OC(C)=O)(OC(C)=O)OC(=O)C2C=CC=CC1=2)=O.C([O-])(O)=O.[Na+].[O-]S([O-])(=S)=O.[Na+].[Na+]. (4) Given the product [NH2:10][C:9]1[C:4](=[S:3])[NH:5][C:6]([C:11]2([C:14]3[CH:19]=[CH:18][CH:17]=[CH:16][CH:15]=3)[CH2:13][CH2:12]2)=[CH:7][CH:8]=1, predict the reactants needed to synthesize it. The reactants are: CC1[S:3][C:4]2[C:9]([N:10]=1)=[CH:8][CH:7]=[C:6]([C:11]1([C:14]3[CH:19]=[CH:18][CH:17]=[CH:16][CH:15]=3)[CH2:13][CH2:12]1)[N:5]=2.[OH-].[Na+].O. (5) The reactants are: C[O:2][C:3]([C:5]1[C:6](=[O:23])[N:7]([CH2:16][C:17]2[CH:22]=[CH:21][CH:20]=[CH:19][CH:18]=2)[CH:8]=[CH:9][C:10]=1[C:11]([O:13][CH2:14][CH3:15])=[O:12])=[O:4].[Li+].[I-]. Given the product [CH2:14]([O:13][C:11]([C:10]1[CH:9]=[CH:8][N:7]([CH2:16][C:17]2[CH:18]=[CH:19][CH:20]=[CH:21][CH:22]=2)[C:6](=[O:23])[C:5]=1[C:3]([OH:4])=[O:2])=[O:12])[CH3:15], predict the reactants needed to synthesize it. (6) Given the product [ClH:2].[Cl:2][C:3]1[CH:4]=[CH:5][C:6]([O:19][CH2:20][CH:21]([CH3:22])[CH3:23])=[C:7]([CH2:9][C:10]2[O:11][CH:12]=[C:13]([C:15]3[NH:18][C:24]4[CH:29]=[CH:28][CH:27]=[CH:26][C:25]=4[N:30]=3)[N:14]=2)[CH:8]=1, predict the reactants needed to synthesize it. The reactants are: Cl.[Cl:2][C:3]1[CH:4]=[CH:5][C:6]([O:19][CH2:20][CH:21]([CH3:23])[CH3:22])=[C:7]([CH2:9][C:10]2[O:11][CH:12]=[C:13]([C:15](=[NH:18])OC)[N:14]=2)[CH:8]=1.[C:24]1(N)[CH:29]=[CH:28][CH:27]=[CH:26][C:25]=1[NH2:30]. (7) Given the product [CH3:16][C:8]1([C:12]([F:15])([F:13])[F:14])[C:9]2[C:5](=[CH:4][C:3]([O:2][CH3:1])=[C:11]([CH:17]=[O:18])[CH:10]=2)[CH2:6][O:7]1, predict the reactants needed to synthesize it. The reactants are: [CH3:1][O:2][C:3]1[CH:4]=[C:5]2[C:9](=[CH:10][CH:11]=1)[C:8]([CH3:16])([C:12]([F:15])([F:14])[F:13])[O:7][CH2:6]2.[CH3:17][O:18]C(Cl)Cl. (8) Given the product [F:1][C:2]1[CH:3]=[C:4]([C:12]2[C:20]3[CH2:19][CH2:18][CH:17]([NH:21][C:31](=[O:34])[CH2:32][CH3:33])[C:16]=3[CH:15]=[N:14][CH:13]=2)[CH:5]=[CH:6][C:7]=1[C:8]([F:9])([F:11])[F:10], predict the reactants needed to synthesize it. The reactants are: [F:1][C:2]1[CH:3]=[C:4]([C:12]2[C:20]3[CH2:19][CH2:18][CH:17]([NH2:21])[C:16]=3[CH:15]=[N:14][CH:13]=2)[CH:5]=[CH:6][C:7]=1[C:8]([F:11])([F:10])[F:9].C(N(CC)C(C)C)(C)C.[C:31](Cl)(=[O:34])[CH2:32][CH3:33].